From a dataset of Forward reaction prediction with 1.9M reactions from USPTO patents (1976-2016). Predict the product of the given reaction. Given the reactants [F:1][C:2]1[CH:7]=[CH:6][C:5]([CH2:8][C:9]2[CH:18]=[C:17]3[C:12]([C:13]([OH:25])=[C:14]([C:20]([O:22]CC)=O)[C:15](=[O:19])[NH:16]3)=[N:11][CH:10]=2)=[CH:4][CH:3]=1.[NH2:26][CH2:27][C:28]1[CH:33]=[CH:32][CH:31]=[CH:30][N:29]=1, predict the reaction product. The product is: [F:1][C:2]1[CH:3]=[CH:4][C:5]([CH2:8][C:9]2[CH:18]=[C:17]3[C:12]([C:13]([OH:25])=[C:14]([C:20]([NH:26][CH2:27][C:28]4[CH:33]=[CH:32][CH:31]=[CH:30][N:29]=4)=[O:22])[C:15](=[O:19])[NH:16]3)=[N:11][CH:10]=2)=[CH:6][CH:7]=1.